This data is from Peptide-MHC class II binding affinity with 134,281 pairs from IEDB. The task is: Regression. Given a peptide amino acid sequence and an MHC pseudo amino acid sequence, predict their binding affinity value. This is MHC class II binding data. (1) The peptide sequence is VAAEMAEALRGLPIRY. The MHC is DRB1_1501 with pseudo-sequence DRB1_1501. The binding affinity (normalized) is 0.104. (2) The peptide sequence is NANPDCKTILKALGPAA. The MHC is DRB1_0802 with pseudo-sequence DRB1_0802. The binding affinity (normalized) is 0.386. (3) The peptide sequence is IIELFTAKGFTVQEM. The MHC is HLA-DPA10301-DPB10402 with pseudo-sequence HLA-DPA10301-DPB10402. The binding affinity (normalized) is 0.571. (4) The binding affinity (normalized) is 0.410. The peptide sequence is KIPKKASEGAVDIIN. The MHC is DRB1_1302 with pseudo-sequence DRB1_1302. (5) The peptide sequence is LIGPTPVNIIGRNLLTQLGC. The MHC is DRB4_0101 with pseudo-sequence DRB4_0103. The binding affinity (normalized) is 0.193. (6) The peptide sequence is YRKLKREITFHGAKE. The MHC is DRB1_0701 with pseudo-sequence DRB1_0701. The binding affinity (normalized) is 0.364. (7) The peptide sequence is LFAAFPSFAGLRPTF. The MHC is DRB1_0404 with pseudo-sequence DRB1_0404. The binding affinity (normalized) is 0.613. (8) The peptide sequence is IEEFGTGVFTTRVYMD. The MHC is HLA-DQA10201-DQB10301 with pseudo-sequence HLA-DQA10201-DQB10301. The binding affinity (normalized) is 0.834.